This data is from Catalyst prediction with 721,799 reactions and 888 catalyst types from USPTO. The task is: Predict which catalyst facilitates the given reaction. (1) Reactant: [C:1]([O:5][C:6](=[O:23])[C@@H:7]([N:15]1[CH:20]=[CH:19][CH:18]=[C:17]([NH2:21])[C:16]1=[O:22])[CH2:8][C:9]1[CH:14]=[CH:13][CH:12]=[CH:11][CH:10]=1)([CH3:4])([CH3:3])[CH3:2].C(N(CC)CC)C.[C:31](Cl)(=[O:38])[C:32]1[CH:37]=[CH:36][CH:35]=[CH:34][CH:33]=1. Product: [C:1]([O:5][C:6](=[O:23])[C@@H:7]([N:15]1[CH:20]=[CH:19][CH:18]=[C:17]([NH:21][C:31](=[O:38])[C:32]2[CH:37]=[CH:36][CH:35]=[CH:34][CH:33]=2)[C:16]1=[O:22])[CH2:8][C:9]1[CH:14]=[CH:13][CH:12]=[CH:11][CH:10]=1)([CH3:4])([CH3:2])[CH3:3]. The catalyst class is: 154. (2) Reactant: [Cl:1][C:2]1[CH:7]=[CH:6][C:5]([CH:8]([C:20]2[CH:25]=[CH:24][C:23]([Cl:26])=[CH:22][CH:21]=2)[C:9]2[CH:10]=[C:11]3[C:16](=[CH:17][CH:18]=2)[N:15]=[N:14][CH:13]=[C:12]3Cl)=[CH:4][CH:3]=1.Cl.[NH2:28][CH2:29][CH2:30][C:31]1[CH:32]=[C:33]([CH:38]=[CH:39][CH:40]=1)[C:34]([O:36][CH3:37])=[O:35].CC1(C)C2C(=C(P(C3C=CC=CC=3)C3C=CC=CC=3)C=CC=2)OC2C(P(C3C=CC=CC=3)C3C=CC=CC=3)=CC=CC1=2. Product: [Cl:1][C:2]1[CH:7]=[CH:6][C:5]([CH:8]([C:20]2[CH:25]=[CH:24][C:23]([Cl:26])=[CH:22][CH:21]=2)[C:9]2[CH:10]=[C:11]3[C:16](=[CH:17][CH:18]=2)[N:15]=[N:14][CH:13]=[C:12]3[NH:28][CH2:29][CH2:30][C:31]2[CH:32]=[C:33]([CH:38]=[CH:39][CH:40]=2)[C:34]([O:36][CH3:37])=[O:35])=[CH:4][CH:3]=1. The catalyst class is: 102. (3) The catalyst class is: 7. Reactant: [NH3:1].C1COCC1.[F:7][C:8]1[CH:13]=[CH:12][CH:11]=[CH:10][C:9]=1[C:14]1[O:18][N:17]=[C:16]([C:19]2[CH:20]=[C:21]([CH:25]=[CH:26][CH:27]=2)[C:22](Cl)=[O:23])[N:15]=1. Product: [F:7][C:8]1[CH:13]=[CH:12][CH:11]=[CH:10][C:9]=1[C:14]1[O:18][N:17]=[C:16]([C:19]2[CH:20]=[C:21]([CH:25]=[CH:26][CH:27]=2)[C:22]([NH2:1])=[O:23])[N:15]=1. (4) Reactant: O=[O+][O-].[Cl:4][C:5]1[CH:6]=[C:7]([N:11]2[N:15]=[N:14][C:13]([C:16]([CH3:24])=CC3C=CC=CC=3)=[N:12]2)[CH:8]=[CH:9][CH:10]=1.[O:25]=O.[BH4-].[Na+]. Product: [Cl:4][C:5]1[CH:6]=[C:7]([N:11]2[N:15]=[N:14][C:13]([CH:16]([OH:25])[CH3:24])=[N:12]2)[CH:8]=[CH:9][CH:10]=1. The catalyst class is: 138. (5) Product: [ClH:29].[ClH:29].[NH2:7][CH2:8][CH2:9][NH:10][C:11]1[CH:16]=[CH:15][C:14]([CH2:17][CH2:18][C:19]2[N:20]=[C:21]([NH:24][C:25](=[O:27])[CH3:26])[S:22][CH:23]=2)=[CH:13][CH:12]=1. The catalyst class is: 12. Reactant: C(OC(=O)[NH:7][CH2:8][CH2:9][NH:10][C:11]1[CH:16]=[CH:15][C:14]([CH2:17][CH2:18][C:19]2[N:20]=[C:21]([NH:24][C:25](=[O:27])[CH3:26])[S:22][CH:23]=2)=[CH:13][CH:12]=1)(C)(C)C.[ClH:29]. (6) Reactant: [N:1]1[CH:6]=[CH:5][CH:4]=[C:3]([CH:7]2[NH:19][C:17]3[C:18]4[C:9](=[N:10][NH:11][C:12](=[O:20])[C:13]=4[CH:14]=[CH:15][CH:16]=3)[CH:8]2[C:21]2[CH:22]=[N:23][CH:24]=[CH:25][CH:26]=2)[CH:2]=1. Product: [NH:23]1[CH2:24][CH2:25][CH2:26][CH:21]([CH:8]2[C:9]3=[N:10][NH:11][C:12](=[O:20])[C:13]4[CH:14]=[CH:15][CH:16]=[C:17]([C:18]=43)[NH:19][CH:7]2[C:3]2[CH:2]=[N:1][CH:6]=[CH:5][CH:4]=2)[CH2:22]1. The catalyst class is: 603. (7) Reactant: [Br:1][C:2]1[C:11]2[C:6](=[CH:7][C:8](F)=[C:9]([O:12][CH3:13])[CH:10]=2)[N:5]=[CH:4][C:3]=1[C:15]([O:17]CC)=[O:16].Cl. Product: [Br:1][C:2]1[C:11]2[C:6](=[CH:7][CH:8]=[C:9]([O:12][CH3:13])[CH:10]=2)[N:5]=[CH:4][C:3]=1[C:15]([OH:17])=[O:16]. The catalyst class is: 74.